From a dataset of CYP2C9 inhibition data for predicting drug metabolism from PubChem BioAssay. Regression/Classification. Given a drug SMILES string, predict its absorption, distribution, metabolism, or excretion properties. Task type varies by dataset: regression for continuous measurements (e.g., permeability, clearance, half-life) or binary classification for categorical outcomes (e.g., BBB penetration, CYP inhibition). Dataset: cyp2c9_veith. The drug is COc1ccc(-c2noc(N(C)CC(=O)Nc3cccc(C(F)(F)F)c3)n2)cc1. The result is 1 (inhibitor).